This data is from Catalyst prediction with 721,799 reactions and 888 catalyst types from USPTO. The task is: Predict which catalyst facilitates the given reaction. The catalyst class is: 17. Product: [O:16]=[CH:15][C@@H:13]([C@H:11]([C@H:8]([C@@H:9]([CH2:1][OH:4])[OH:10])[OH:22])[OH:12])[OH:14]. Reactant: [C:1](=[O:4])([O-])[O-].[K+].[K+].N[C@H:8]([C@H:11]([C@H:13]([C@@H:15](CN)[OH:16])[OH:14])[OH:12])[CH:9]=[O:10].C(Cl)(=[O:22])C=C.